This data is from Forward reaction prediction with 1.9M reactions from USPTO patents (1976-2016). The task is: Predict the product of the given reaction. (1) Given the reactants [N:1]([CH2:4][C:5]1[C:6]([C:18]2[CH:23]=[CH:22][CH:21]=[CH:20][CH:19]=2)=[N:7][C:8]2[C:13]([C:14]=1[C:15]([OH:17])=O)=[CH:12][CH:11]=[CH:10][CH:9]=2)=[N+:2]=[N-:3].C1C=C2N=NN(O)C2=CC=1.O.CN1CCOCC1.C(Cl)CCl.[C:46]1([C@@H:52]([NH2:55])[CH2:53][CH3:54])[CH:51]=[CH:50][CH:49]=[CH:48][CH:47]=1, predict the reaction product. The product is: [N:1]([CH2:4][C:5]1[C:6]([C:18]2[CH:23]=[CH:22][CH:21]=[CH:20][CH:19]=2)=[N:7][C:8]2[C:13]([C:14]=1[C:15]([NH:55][C@H:52]([C:46]1[CH:51]=[CH:50][CH:49]=[CH:48][CH:47]=1)[CH2:53][CH3:54])=[O:17])=[CH:12][CH:11]=[CH:10][CH:9]=2)=[N+:2]=[N-:3]. (2) Given the reactants C[O-].[Na+].[NH2:4][C:5]([NH2:7])=[S:6].C([O:10][C:11](=O)[CH2:12][C:13](=O)[CH2:14][CH2:15][CH2:16][O:17][CH2:18][C:19]1[CH:24]=[CH:23][CH:22]=[CH:21][CH:20]=1)C, predict the reaction product. The product is: [CH2:18]([O:17][CH2:16][CH2:15][CH2:14][C:13]1[N:7]=[C:5]([SH:6])[N:4]=[C:11]([OH:10])[CH:12]=1)[C:19]1[CH:24]=[CH:23][CH:22]=[CH:21][CH:20]=1. (3) Given the reactants [CH2:1]([OH:8])[CH2:2][CH2:3][CH2:4][CH2:5][CH2:6][CH3:7].[CH3:9][C:10]1[CH:11]=[C:12](I)[CH:13]=[C:14]([CH3:16])[CH:15]=1.C([O-])([O-])=O.[Cs+].[Cs+].CCCCCCCCCCCC, predict the reaction product. The product is: [CH2:1]([O:8][C:12]1[CH:13]=[C:14]([CH3:16])[CH:15]=[C:10]([CH3:9])[CH:11]=1)[CH2:2][CH2:3][CH2:4][CH2:5][CH2:6][CH3:7]. (4) Given the reactants [CH2:1]([N:3]1[C:7]2[N:8]=[C:9]([C:19]3[CH:25]=[CH:24][C:22]([NH2:23])=[CH:21][CH:20]=3)[N:10]=[C:11]([N:12]3[CH2:17][CH2:16][O:15][CH2:14][C@@H:13]3[CH3:18])[C:6]=2[N:5]=[N:4]1)[CH3:2].CCN(CC)CC.[S:33]1[CH:37]=[CH:36][CH:35]=[C:34]1[N:38]=[C:39]=[O:40], predict the reaction product. The product is: [CH2:1]([N:3]1[C:7]2[N:8]=[C:9]([C:19]3[CH:25]=[CH:24][C:22]([NH:23][C:39]([NH:38][C:34]4[S:33][CH:37]=[CH:36][CH:35]=4)=[O:40])=[CH:21][CH:20]=3)[N:10]=[C:11]([N:12]3[CH2:17][CH2:16][O:15][CH2:14][C@@H:13]3[CH3:18])[C:6]=2[N:5]=[N:4]1)[CH3:2]. (5) Given the reactants Br[C:2]1[CH:3]=[C:4]([CH:9]=[C:10]([N:12]2[CH2:17][CH2:16][CH:15]([NH:18][C:19]([O:21][C:22]([CH3:25])([CH3:24])[CH3:23])=[O:20])[CH2:14][CH2:13]2)[CH:11]=1)[C:5]([O:7][CH3:8])=[O:6].O1C=[CH:29][CH:28]=[C:27]1P(C1OC=CC=1)C1OC=CC=1.CN1C(=O)CCC1.C([Sn](CCCC)(CCCC)CCCC)C=C, predict the reaction product. The product is: [CH2:29]([C:2]1[CH:3]=[C:4]([CH:9]=[C:10]([N:12]2[CH2:17][CH2:16][CH:15]([NH:18][C:19]([O:21][C:22]([CH3:25])([CH3:24])[CH3:23])=[O:20])[CH2:14][CH2:13]2)[CH:11]=1)[C:5]([O:7][CH3:8])=[O:6])[CH:28]=[CH2:27].